Task: Binary Classification. Given a miRNA mature sequence and a target amino acid sequence, predict their likelihood of interaction.. Dataset: Experimentally validated miRNA-target interactions with 360,000+ pairs, plus equal number of negative samples (1) The miRNA is hsa-miR-4763-3p with sequence AGGCAGGGGCUGGUGCUGGGCGGG. The protein sequence of the target gene is MSNPGGRRNGPVKLRLTVLCAKNLVKKDFFRLPDPFAKVVVDGSGQCHSTDTVKNTLDPKWNQHYDLYIGKSDSVTISVWNHKKIHKKQGAGFLGCVRLLSNAINRLKDTGYQRLDLCKLGPNDNDTVRGQIVVSLQSRDRIGTGGQVVDCSRLFDNDLPDGWEERRTASGRIQYLNHITRTTQWERPTRPASEYSSPGRPLSCFVDENTPITGTNGATCGHSSDPRLAERRVRSQRHRNYMSRTHLHTPPDLPEGYEQRTTQQGQVYFLHTQTGVSTWHDPRVPRDLSNINCEELGPLP.... Result: 0 (no interaction). (2) The miRNA is hsa-miR-1255b-2-3p with sequence AACCACUUUCUUUGCUCAUCCA. The protein sequence of the target gene is MPRATALGALVSLLLLLPLPRGAGGLGERPDATADYSELDGEEGTEQQLEHYHDPCKAAVFWGDIALDEDDLKLFHIDKARDWTKQTVGATGHSTGGLEEQASESSPDTTAMDTGTKEAGKDGRENTTLLHSPGTLHAAAKTFSPRVRRATTSRTERIWPGGVIPYVIGGNFTGSQRAIFKQAMRHWEKHTCVTFIERTDEESFIVFSYRTCGCCSYVGRRGGGPQAISIGKNCDKFGIVAHELGHVVGFWHEHTRPDRDQHVTIIRENIQPGQEYNFLKMEAGEVSSLGETYDFDSIMH.... Result: 0 (no interaction). (3) The protein sequence of the target gene is MAEKRRGSPCSMLSLKAHAFSVEALIGAEKQQQLQKKRRKLGAEEAAGAVDDGGCSRGGGAGEKGSSEGDEGAALPPPAGATSGPARSGADLERGAAGGCEDGFQQGASPLASPGGSPKGSPARSLARPGTPLPSPQAPRVDLQGAELWKRFHEIGTEMIITKAGRRMFPAMRVKISGLDPHQQYYIAMDIVPVDNKRYRYVYHSSKWMVAGNADSPVPPRVYIHPDSPASGETWMRQVISFDKLKLTNNELDDQGHIILHSMHKYQPRVHVIRKDCGDDLSPIKPVPSGEGVKAFSFPE.... The miRNA is hsa-miR-208b-3p with sequence AUAAGACGAACAAAAGGUUUGU. Result: 0 (no interaction). (4) The miRNA is hsa-miR-296-3p with sequence GAGGGUUGGGUGGAGGCUCUCC. The protein sequence of the target gene is MPRLPLLLLLLPSLARGLGLRDAGRRHPECSPCQQDRCPAPSPCPAPWISARDECGCCARCLGAEGASCGGPVGSRCGPGLVCASRASGTAPEGTGLCVCAQRGAVCGSDGRSYSSICALRLRARHAPRAHHGHLHKARDGPCEFAPVVLMPPRDIHNVTGTQVFLSCEVKAVPTPVITWKKVKHSPEGTEGLEELPGDHVNIAVQVRGGPSDHETTSWILINPLRKEDEGVYHCHAANAIGEAQSHGTVTVLDLNRYKSLYSSVPGDLL. Result: 0 (no interaction). (5) The miRNA is hsa-miR-3689c with sequence CUGGGAGGUGUGAUAUUGUGGU. The protein sequence of the target gene is MENQGTRTQQIRQVLLLFVLLGMSQAGSETWSFSVAEEMQSGSFVGNLAKDLGLKVRELSSRGARVVSNDKKQRLQLDINTGDLLLSETLDREELCGSIEPCVLHLQVLMQNPTQFLQIELQVRDINDHSPIFSEKQMLLEIPENSPVGAVFLLESAKDLDVGINAVKSYTISPNSHFHIKMRVIPDNRKYPELVLDKALDYEELPELSFILSALDGGSPPRSGTALVRVVVVDINDNSPEFEQAFYEVKIRENSILGSLILIVSAWDLDSGTNGEICYTFSHASEDIRKTFEINQKSGE.... Result: 1 (interaction).